This data is from Full USPTO retrosynthesis dataset with 1.9M reactions from patents (1976-2016). The task is: Predict the reactants needed to synthesize the given product. Given the product [CH:15]1([C:13]([NH:12][C:9]2[CH:10]=[C:11]3[C:6](=[CH:7][CH:8]=2)[N:5]=[CH:4][CH:3]=[C:2]3[S:18][C:22]2([C:26]([O:28][CH2:29][CH3:30])=[O:27])[CH2:25][CH2:24][CH2:23]2)=[O:14])[CH2:17][CH2:16]1, predict the reactants needed to synthesize it. The reactants are: Cl[C:2]1[C:11]2[C:6](=[CH:7][CH:8]=[C:9]([NH:12][C:13]([CH:15]3[CH2:17][CH2:16]3)=[O:14])[CH:10]=2)[N:5]=[CH:4][CH:3]=1.[S-2:18].[Na+].[Na+].Br[C:22]1([C:26]([O:28][CH2:29][CH3:30])=[O:27])[CH2:25][CH2:24][CH2:23]1.C(=O)([O-])[O-].[Cs+].[Cs+].